From a dataset of Catalyst prediction with 721,799 reactions and 888 catalyst types from USPTO. Predict which catalyst facilitates the given reaction. (1) Reactant: C[O:2][C:3]([C:5]1[CH:14]=[CH:13][C:12]2[C:7](=[CH:8][CH:9]=[C:10]([O:42][CH3:43])[C:11]=2[CH2:15][N:16]2[C:22](=[O:23])[C@@H:21]([NH:24][C:25](=[O:37])[C@@H:26]([N:28]([C:30]([O:32][C:33]([CH3:36])([CH3:35])[CH3:34])=[O:31])[CH3:29])[CH3:27])[CH2:20][CH2:19][C:18]3[CH:38]=[CH:39][CH:40]=[CH:41][C:17]2=3)[CH:6]=1)=[O:4].C1COCC1.O[Li].O. The catalyst class is: 223. Product: [C:33]([O:32][C:30]([N:28]([CH3:29])[C@@H:26]([CH3:27])[C:25]([NH:24][C@@H:21]1[C:22](=[O:23])[N:16]([CH2:15][C:11]2[C:10]([O:42][CH3:43])=[CH:9][CH:8]=[C:7]3[C:12]=2[CH:13]=[CH:14][C:5]([C:3]([OH:4])=[O:2])=[CH:6]3)[C:17]2[CH:41]=[CH:40][CH:39]=[CH:38][C:18]=2[CH2:19][CH2:20]1)=[O:37])=[O:31])([CH3:35])([CH3:36])[CH3:34]. (2) Reactant: Br[C:2]1[C:12]2[O:11][CH2:10][CH2:9][N:8]([C:13]([O:15][C:16]([CH3:19])([CH3:18])[CH3:17])=[O:14])[CH2:7][C:6]=2[CH:5]=[CH:4][CH:3]=1.[CH:20](B1OC(C)(C)C(C)(C)O1)=[CH2:21].C(=O)([O-])[O-].[Na+].[Na+].O. Product: [CH:20]([C:2]1[C:12]2[O:11][CH2:10][CH2:9][N:8]([C:13]([O:15][C:16]([CH3:19])([CH3:18])[CH3:17])=[O:14])[CH2:7][C:6]=2[CH:5]=[CH:4][CH:3]=1)=[CH2:21]. The catalyst class is: 564. (3) Reactant: [CH2:1]([O:3][C:4](=[O:19])[CH2:5][C:6]1[CH:11]=[CH:10][C:9]([CH2:12][N:13]2[CH2:18][CH2:17][O:16][CH2:15][CH2:14]2)=[CH:8][N:7]=1)[CH3:2].F[C:21]1[CH:22]=[C:23]([CH:26]=[CH:27][C:28]=1[N+:29]([O-:31])=[O:30])[C:24]#[N:25].CC(C)([O-])C.[Li+].[Cl-].[NH4+]. Product: [CH2:1]([O:3][C:4](=[O:19])[CH:5]([C:21]1[CH:22]=[C:23]([C:24]#[N:25])[CH:26]=[CH:27][C:28]=1[N+:29]([O-:31])=[O:30])[C:6]1[CH:11]=[CH:10][C:9]([CH2:12][N:13]2[CH2:18][CH2:17][O:16][CH2:15][CH2:14]2)=[CH:8][N:7]=1)[CH3:2]. The catalyst class is: 359.